This data is from Forward reaction prediction with 1.9M reactions from USPTO patents (1976-2016). The task is: Predict the product of the given reaction. The product is: [CH3:1][N:2]([CH3:35])[C:3](=[O:34])[O:4][CH:5]([C:12]1[N:13]([CH3:33])[C:14]([C:23]2[S:24][C:25]3[N:26]=[CH:27][N:28]=[C:29]([NH2:32])[C:30]=3[N:31]=2)=[C:15]([C:17]2[CH:22]=[CH:21][CH:20]=[CH:19][CH:18]=2)[N:16]=1)[CH2:6][CH:37]([CH3:38])[CH3:36]. Given the reactants [CH3:1][N:2]([CH3:35])[C:3](=[O:34])[O:4][CH:5]([C:12]1[N:13]([CH3:33])[C:14]([C:23]2[S:24][C:25]3[N:26]=[CH:27][N:28]=[C:29]([NH2:32])[C:30]=3[N:31]=2)=[C:15]([C:17]2[CH:22]=[CH:21][CH:20]=[CH:19][CH:18]=2)[N:16]=1)[C:6]1C=CC=CC=1.[CH:36](=O)[CH2:37][CH:38](C)C, predict the reaction product.